This data is from Forward reaction prediction with 1.9M reactions from USPTO patents (1976-2016). The task is: Predict the product of the given reaction. (1) Given the reactants [Cl:1][C:2]1[CH:7]=[CH:6][C:5]([C:8]2[CH:13]=[N:12][N:11]3[C:14](=[O:30])[N:15]([CH2:17][CH2:18][N:19]4C(=O)C5C(=CC=CC=5)C4=O)[N:16]=[C:10]3[C:9]=2[C:31]2[CH:36]=[CH:35][C:34]([Cl:37])=[CH:33][CH:32]=2)=[CH:4][CH:3]=1.O.NN, predict the reaction product. The product is: [NH2:19][CH2:18][CH2:17][N:15]1[C:14](=[O:30])[N:11]2[N:12]=[CH:13][C:8]([C:5]3[CH:6]=[CH:7][C:2]([Cl:1])=[CH:3][CH:4]=3)=[C:9]([C:31]3[CH:32]=[CH:33][C:34]([Cl:37])=[CH:35][CH:36]=3)[C:10]2=[N:16]1. (2) The product is: [C:34]1([CH3:44])[CH:35]=[CH:36][C:37]([S:40]([OH:43])(=[O:41])=[O:42])=[CH:38][CH:39]=1.[Cl:1][C:2]1[CH:7]=[C:6]([O:8][C:9]2[C:18]3[C:13](=[CH:14][C:15]([O:21][CH3:22])=[C:16]([O:19][CH3:20])[CH:17]=3)[N:12]=[CH:11][CH:10]=2)[CH:5]=[CH:4][C:3]=1[NH:23][C:24]([NH:26][C:27]1[CH:31]=[C:30]([CH3:32])[O:29][N:28]=1)=[O:25]. Given the reactants [Cl:1][C:2]1[CH:7]=[C:6]([O:8][C:9]2[C:18]3[C:13](=[CH:14][C:15]([O:21][CH3:22])=[C:16]([O:19][CH3:20])[CH:17]=3)[N:12]=[CH:11][CH:10]=2)[CH:5]=[CH:4][C:3]=1[NH:23][C:24]([NH:26][C:27]1[CH:31]=[C:30]([CH3:32])[O:29][N:28]=1)=[O:25].O.[C:34]1([CH3:44])[CH:39]=[CH:38][C:37]([S:40]([OH:43])(=[O:42])=[O:41])=[CH:36][CH:35]=1.O, predict the reaction product.